Dataset: Catalyst prediction with 721,799 reactions and 888 catalyst types from USPTO. Task: Predict which catalyst facilitates the given reaction. (1) Reactant: [NH2:1][C@H:2]([CH2:7][CH2:8][CH2:9][NH:10][C:11]([NH:13][S:14]([C:17]1[C:18]([CH3:31])=[C:19]2[C:24](=[C:25]([CH3:28])[C:26]=1[CH3:27])[O:23][C:22]([CH3:30])([CH3:29])[CH2:21][CH2:20]2)(=[O:16])=[O:15])=[NH:12])[C:3]([O:5][CH3:6])=[O:4].[C:32]1([CH:38]([C:49]2[CH:54]=[CH:53][CH:52]=[CH:51][CH:50]=2)[N:39]2[CH:44]=[CH:43][CH:42]=[C:41]([C:45](O)=[O:46])[C:40]2=[O:48])[CH:37]=[CH:36][CH:35]=[CH:34][CH:33]=1.CN(C(ON1N=NC2C=CC=CC1=2)=[N+](C)C)C.F[P-](F)(F)(F)(F)F.CCN(C(C)C)C(C)C. Product: [C:49]1([CH:38]([C:32]2[CH:33]=[CH:34][CH:35]=[CH:36][CH:37]=2)[N:39]2[CH:44]=[CH:43][CH:42]=[C:41]([C:45]([NH:1][C@H:2]([CH2:7][CH2:8][CH2:9][NH:10][C:11]([NH:13][S:14]([C:17]3[C:18]([CH3:31])=[C:19]4[C:24](=[C:25]([CH3:28])[C:26]=3[CH3:27])[O:23][C:22]([CH3:29])([CH3:30])[CH2:21][CH2:20]4)(=[O:15])=[O:16])=[NH:12])[C:3]([O:5][CH3:6])=[O:4])=[O:46])[C:40]2=[O:48])[CH:50]=[CH:51][CH:52]=[CH:53][CH:54]=1. The catalyst class is: 31. (2) Reactant: [CH3:1][O:2][C:3]1[CH:4]=[C:5]([CH:20]=[CH:21][CH:22]=1)[O:6][C:7]1[CH:8]=[C:9]([N:13]2[CH2:18][C@@H:17]3[CH2:19][C@H:14]2[CH2:15][NH:16]3)[CH:10]=[N:11][CH:12]=1.[C@H:23]([OH:36])([C@H:31]([OH:35])[C:32]([OH:34])=[O:33])[C@H:24]([OH:30])[C@@H:25]([OH:29])[C:26]([OH:28])=[O:27]. Product: [O:27]=[C:26]([OH:28])[C@@H:25]([C@H:24]([C@H:23]([C@@H:31]([C:32]([OH:34])=[O:33])[OH:35])[OH:36])[OH:30])[OH:29].[CH3:1][O:2][C:3]1[CH:4]=[C:5]([CH:20]=[CH:21][CH:22]=1)[O:6][C:7]1[CH:8]=[C:9]([N:13]2[CH2:18][C@@H:17]3[CH2:19][C@H:14]2[CH2:15][NH:16]3)[CH:10]=[N:11][CH:12]=1.[CH3:1][O:2][C:3]1[CH:4]=[C:5]([CH:20]=[CH:21][CH:22]=1)[O:6][C:7]1[CH:8]=[C:9]([N:13]2[CH2:18][C@@H:17]3[CH2:19][C@H:14]2[CH2:15][NH:16]3)[CH:10]=[N:11][CH:12]=1. The catalyst class is: 40. (3) The catalyst class is: 9. Reactant: CC1C=CC(S([O:11][CH2:12][CH2:13][CH2:14][C:15]([CH3:20])([S:17][S:18][CH3:19])[CH3:16])(=O)=O)=CC=1.O[C:22]1[CH:27]=[C:26]([C:28]([O:30][CH2:31][CH3:32])=[O:29])[N:25]=[C:24]([C:33]([O:35][CH2:36][CH3:37])=[O:34])[CH:23]=1.C(=O)([O-])[O-].[K+].[K+]. Product: [CH3:20][C:15]([S:17][S:18][CH3:19])([CH3:16])[CH2:14][CH2:13][CH2:12][O:11][C:22]1[CH:23]=[C:24]([C:33]([O:35][CH2:36][CH3:37])=[O:34])[N:25]=[C:26]([C:28]([O:30][CH2:31][CH3:32])=[O:29])[CH:27]=1. (4) Reactant: [Br:1][C:2]1[CH:6]=[C:5]([C:7]#[N:8])[N:4]([CH3:9])[C:3]=1[C:10]1[CH:11]=[CH:12][C:13]2[N:18](C(OC(C)(C)C)=O)[C:17](=[O:26])[O:16][C:15]([CH3:28])([CH3:27])[C:14]=2[CH:29]=1.[O-]CC.[Na+]. The catalyst class is: 219. Product: [Br:1][C:2]1[CH:6]=[C:5]([C:7]#[N:8])[N:4]([CH3:9])[C:3]=1[C:10]1[CH:11]=[CH:12][C:13]2[NH:18][C:17](=[O:26])[O:16][C:15]([CH3:27])([CH3:28])[C:14]=2[CH:29]=1. (5) Reactant: Br[C:2]1[CH:3]=[C:4]([CH2:10][N:11]([CH2:20][C:21]2[C:22]([NH:34][CH:35]3[CH2:40][CH2:39][O:38][CH2:37][CH2:36]3)=[C:23]3[CH:31]=[N:30][N:29]([CH2:32][CH3:33])[C:24]3=[N:25][C:26]=2[CH2:27][CH3:28])[C:12]([C:14]2([C:17]([NH2:19])=[O:18])[CH2:16][CH2:15]2)=[O:13])[CH:5]=[CH:6][C:7]=1[O:8][CH3:9].[CH3:41][N:42]1[CH2:47][CH2:46][CH:45]([CH2:48][C:49]2[CH:54]=[CH:53][CH:52]=[C:51](B3OC(C)(C)C(C)(C)O3)[CH:50]=2)[CH2:44][CH2:43]1.C([O-])([O-])=O.[Na+].[Na+]. Product: [CH2:32]([N:29]1[C:24]2=[N:25][C:26]([CH2:27][CH3:28])=[C:21]([CH2:20][N:11]([CH2:10][C:4]3[CH:3]=[C:2]([C:53]4[CH:52]=[CH:51][CH:50]=[C:49]([CH2:48][CH:45]5[CH2:46][CH2:47][N:42]([CH3:41])[CH2:43][CH2:44]5)[CH:54]=4)[C:7]([O:8][CH3:9])=[CH:6][CH:5]=3)[C:12]([C:14]3([C:17]([NH2:19])=[O:18])[CH2:16][CH2:15]3)=[O:13])[C:22]([NH:34][CH:35]3[CH2:40][CH2:39][O:38][CH2:37][CH2:36]3)=[C:23]2[CH:31]=[N:30]1)[CH3:33]. The catalyst class is: 117. (6) Reactant: [CH3:1][O:2][C:3](=[O:31])[C@@H:4]1[CH2:8][CH:7]([N:9]=[N+]=[N-])[CH2:6][N:5]1[C:12](=[O:30])[CH2:13][CH2:14][C:15]1[CH:20]=[CH:19][CH:18]=[C:17]([CH2:21][NH:22][C:23]([O:25][C:26]([CH3:29])([CH3:28])[CH3:27])=[O:24])[CH:16]=1. Product: [CH3:1][O:2][C:3](=[O:31])[C@@H:4]1[CH2:8][CH:7]([NH2:9])[CH2:6][N:5]1[C:12](=[O:30])[CH2:13][CH2:14][C:15]1[CH:20]=[CH:19][CH:18]=[C:17]([CH2:21][NH:22][C:23]([O:25][C:26]([CH3:27])([CH3:28])[CH3:29])=[O:24])[CH:16]=1. The catalyst class is: 19.